From a dataset of CYP2D6 inhibition data for predicting drug metabolism from PubChem BioAssay. Regression/Classification. Given a drug SMILES string, predict its absorption, distribution, metabolism, or excretion properties. Task type varies by dataset: regression for continuous measurements (e.g., permeability, clearance, half-life) or binary classification for categorical outcomes (e.g., BBB penetration, CYP inhibition). Dataset: cyp2d6_veith. (1) The compound is NC(=O)CN1C(=O)C2C3c4ccccc4C(c4ccccc43)C2C1=O. The result is 0 (non-inhibitor). (2) The compound is COc1ccc2[nH]cc(CCNc3ncncc3-c3ccccc3Cl)c2c1. The result is 1 (inhibitor). (3) The compound is CCOc1ccc(NC2=NCC(=O)N2Cc2cccs2)cc1.Cl. The result is 1 (inhibitor). (4) The drug is CCn1cc(C(=O)O)c(=O)c2cc(F)c(N3CCNCC3)cc21. The result is 0 (non-inhibitor). (5) The drug is Clc1ccc(CC[C@H](Cn2ccnc2)Sc2c(Cl)cccc2Cl)cc1. The result is 1 (inhibitor). (6) The drug is O=C(O)CCC(=O)c1ccc[nH]1. The result is 0 (non-inhibitor).